Dataset: Reaction yield outcomes from USPTO patents with 853,638 reactions. Task: Predict the reaction yield, written as a fraction of the theoretical maximum amount of product (1.0 means a 100% yield; for example, 0.34 means a 34% yield). The reactants are [CH:1]1([C:4]([NH:6][C:7]2[CH:12]=[CH:11][CH:10]=[C:9]([C:13]3[C:21]4[C:16](=[CH:17][CH:18]=[C:19]([C:22]5[N:26]=[CH:25][N:24](C(C6C=CC=CC=6)(C6C=CC=CC=6)C6C=CC=CC=6)[N:23]=5)[CH:20]=4)[N:15](C4CCCCO4)[N:14]=3)[CH:8]=2)=[O:5])[CH2:3][CH2:2]1.C([O-])(O)=O.[Na+]. The catalyst is Cl.O1CCOCC1. The product is [NH:24]1[CH:25]=[N:26][C:22]([C:19]2[CH:20]=[C:21]3[C:16](=[CH:17][CH:18]=2)[NH:15][N:14]=[C:13]3[C:9]2[CH:8]=[C:7]([NH:6][C:4]([CH:1]3[CH2:2][CH2:3]3)=[O:5])[CH:12]=[CH:11][CH:10]=2)=[N:23]1. The yield is 0.300.